Dataset: Peptide-MHC class I binding affinity with 185,985 pairs from IEDB/IMGT. Task: Regression. Given a peptide amino acid sequence and an MHC pseudo amino acid sequence, predict their binding affinity value. This is MHC class I binding data. (1) The peptide sequence is EVIPMFSAL. The MHC is HLA-B15:01 with pseudo-sequence HLA-B15:01. The binding affinity (normalized) is 0.297. (2) The peptide sequence is KGHLPLLDK. The MHC is HLA-A69:01 with pseudo-sequence HLA-A69:01. The binding affinity (normalized) is 0.0847. (3) The binding affinity (normalized) is 0.347. The MHC is HLA-B58:01 with pseudo-sequence HLA-B58:01. The peptide sequence is AAVLLLITHY. (4) The peptide sequence is GINENGTEI. The MHC is H-2-Db with pseudo-sequence H-2-Db. The binding affinity (normalized) is 0.324. (5) The peptide sequence is FSLPFPFLYKFLL. The MHC is HLA-A68:01 with pseudo-sequence HLA-A68:01. The binding affinity (normalized) is 0.0837.